The task is: Predict the product of the given reaction.. This data is from Forward reaction prediction with 1.9M reactions from USPTO patents (1976-2016). (1) Given the reactants Cl[C:2]1[N:7]=[C:6]([C:8]2[CH:13]=[CH:12][C:11]([F:14])=[C:10]([Cl:15])[CH:9]=2)[CH:5]=[C:4]([N:16]2[CH2:21][CH2:20][N:19]([C:22]3[C:27]([C:28]([F:31])([F:30])[F:29])=[CH:26][CH:25]=[CH:24][N:23]=3)[CH2:18][CH2:17]2)[N:3]=1.[C:32]([O:36][C:37]([N:39]1[CH2:44][CH2:43][NH:42][C:41](=[O:45])[CH2:40]1)=[O:38])([CH3:35])([CH3:34])[CH3:33].C([O-])([O-])=O.[Cs+].[Cs+].C1(P(C2C=CC=CC=2)C2C3OC4C(=CC=CC=4P(C4C=CC=CC=4)C4C=CC=CC=4)C(C)(C)C=3C=CC=2)C=CC=CC=1, predict the reaction product. The product is: [C:32]([O:36][C:37]([N:39]1[CH2:44][CH2:43][N:42]([C:2]2[N:7]=[C:6]([C:8]3[CH:13]=[CH:12][C:11]([F:14])=[C:10]([Cl:15])[CH:9]=3)[CH:5]=[C:4]([N:16]3[CH2:17][CH2:18][N:19]([C:22]4[C:27]([C:28]([F:31])([F:29])[F:30])=[CH:26][CH:25]=[CH:24][N:23]=4)[CH2:20][CH2:21]3)[N:3]=2)[C:41](=[O:45])[CH2:40]1)=[O:38])([CH3:35])([CH3:33])[CH3:34]. (2) Given the reactants COC1C=CC(C[NH:8][C:9]2[N:14]=[C:13]([O:15][C:16]3[CH:21]=[CH:20][C:19]([NH:22][C:23](=[O:35])[CH2:24][C:25]([NH:27][C:28]4[CH:33]=[CH:32][C:31]([F:34])=[CH:30][CH:29]=4)=[O:26])=[CH:18][C:17]=3[F:36])[CH:12]=[CH:11][N:10]=2)=CC=1.C1(OC)C=CC=CC=1, predict the reaction product. The product is: [NH2:8][C:9]1[N:14]=[C:13]([O:15][C:16]2[CH:21]=[CH:20][C:19]([NH:22][C:23](=[O:35])[CH2:24][C:25]([NH:27][C:28]3[CH:33]=[CH:32][C:31]([F:34])=[CH:30][CH:29]=3)=[O:26])=[CH:18][C:17]=2[F:36])[CH:12]=[CH:11][N:10]=1. (3) Given the reactants [OH:1][C:2]1[CH:10]=[CH:9][C:5]([CH2:6][C:7]#[N:8])=[CH:4][CH:3]=1.[CH3:11][O:12][CH2:13][CH2:14][O:15][CH2:16]Cl, predict the reaction product. The product is: [CH3:11][O:12][CH2:13][CH2:14][O:15][CH2:16][O:1][C:2]1[CH:10]=[CH:9][C:5]([CH2:6][C:7]#[N:8])=[CH:4][CH:3]=1. (4) Given the reactants [NH2:1][C:2]1[CH:10]=[CH:9][CH:8]=[C:7]2[C:3]=1[C:4]([CH2:13][C:14]([O:16]CC)=O)([CH3:12])[C:5](=[O:11])[NH:6]2, predict the reaction product. The product is: [CH3:12][C:4]12[C:5](=[O:11])[NH:6][C:7]3[C:3]1=[C:2]([CH:10]=[CH:9][CH:8]=3)[NH:1][C:14](=[O:16])[CH2:13]2. (5) The product is: [Cl:17][C:18]1[CH:23]=[C:22]([C:3]2[CH:4]=[CH:5][CH:6]=[CH:7][C:2]=2[F:1])[N:21]=[CH:20][N:19]=1. Given the reactants [F:1][C:2]1[CH:7]=[CH:6][CH:5]=[CH:4][C:3]=1B(O)O.COCCOC.[Cl:17][C:18]1[CH:23]=[C:22](Cl)[N:21]=[CH:20][N:19]=1, predict the reaction product.